This data is from Reaction yield outcomes from USPTO patents with 853,638 reactions. The task is: Predict the reaction yield, written as a fraction of the theoretical maximum amount of product (1.0 means a 100% yield; for example, 0.34 means a 34% yield). (1) The reactants are [F:1][C:2]1[CH:7]=[C:6]([C:8]([O:10][CH3:11])=[O:9])[CH:5]=[CH:4][C:3]=1B(O)O.Br[C:16]1[C:21]([N+:22]([O-:24])=[O:23])=[CH:20][C:19]([Br:25])=[CH:18][N:17]=1.P([O-])([O-])([O-])=O.[K+].[K+].[K+]. The catalyst is C1COCC1.O.C1C=CC(P(C2C=CC=CC=2)[C-]2C=CC=C2)=CC=1.C1C=CC(P(C2C=CC=CC=2)[C-]2C=CC=C2)=CC=1.Cl[Pd]Cl.[Fe+2].C(Cl)Cl. The product is [Br:25][C:19]1[CH:20]=[C:21]([N+:22]([O-:24])=[O:23])[C:16]([C:3]2[CH:4]=[CH:5][C:6]([C:8]([O:10][CH3:11])=[O:9])=[CH:7][C:2]=2[F:1])=[N:17][CH:18]=1. The yield is 0.680. (2) The reactants are [Na].[CH3:2][OH:3].Cl[C:5]1[N:6]=[C:7]([CH3:15])[C:8]([C:11]([O:13]C)=[O:12])=[N:9][CH:10]=1.[OH-].[Na+].Cl. No catalyst specified. The product is [CH3:2][O:3][C:5]1[N:6]=[C:7]([CH3:15])[C:8]([C:11]([OH:13])=[O:12])=[N:9][CH:10]=1. The yield is 1.00.